This data is from Full USPTO retrosynthesis dataset with 1.9M reactions from patents (1976-2016). The task is: Predict the reactants needed to synthesize the given product. (1) Given the product [O:23]1[CH2:27][CH2:26][CH:25]([CH2:28][NH:29][C:19]([C:16]2[CH:15]=[C:14]([CH2:13][O:12][CH2:11][C:2]3[CH:3]=[CH:4][C:5]4[C:10](=[CH:9][CH:8]=[CH:7][CH:6]=4)[CH:1]=3)[O:18][N:17]=2)=[O:21])[CH2:24]1, predict the reactants needed to synthesize it. The reactants are: [CH:1]1[C:10]2[C:5](=[CH:6][CH:7]=[CH:8][CH:9]=2)[CH:4]=[CH:3][C:2]=1[CH2:11][O:12][CH2:13][C:14]1[O:18][N:17]=[C:16]([C:19]([OH:21])=O)[CH:15]=1.Cl.[O:23]1[CH2:27][CH2:26][CH:25]([CH2:28][NH2:29])[CH2:24]1.C(N(CC)CC)C.ON1C2C=CC=CC=2N=N1.Cl.C(N=C=NCCCN(C)C)C. (2) Given the product [CH2:5]([OH:6])[C@@H:4]([C@H:3]([C@@H:2]([CH2:1][OH:10])[OH:9])[OH:8])[OH:7], predict the reactants needed to synthesize it. The reactants are: [CH2:1]([OH:10])[CH:2]([OH:9])[CH:3]([OH:8])[CH:4]([OH:7])[CH:5]=[O:6].O=C[C@@H]([C@H]([C@@H](CO)O)O)O. (3) Given the product [CH3:12][O:13][C:14](=[O:21])[CH:15]([NH:16][C:2]1[CH:3]=[CH:4][C:5]([N+:8]([O-:10])=[O:9])=[CH:6][CH:7]=1)[CH2:17][CH2:18][S:19][CH3:20], predict the reactants needed to synthesize it. The reactants are: F[C:2]1[CH:7]=[CH:6][C:5]([N+:8]([O-:10])=[O:9])=[CH:4][C:3]=1C.[CH3:12][O:13][C:14](=[O:21])[C@H:15]([CH2:17][CH2:18][S:19][CH3:20])[NH2:16].C(N(CC)CC)C. (4) Given the product [C:16]([O:19][C:20](=[O:21])[NH:22][CH:23]([C:30](=[O:31])[NH:1][C:2]1[CH:7]=[CH:6][C:5]([N:8]2[CH:13]=[CH:12][CH:11]=[CH:10][C:9]2=[O:14])=[CH:4][CH:3]=1)[C:24]1[CH:29]=[CH:28][CH:27]=[CH:26][CH:25]=1)([CH3:18])([CH3:15])[CH3:17], predict the reactants needed to synthesize it. The reactants are: [NH2:1][C:2]1[CH:7]=[CH:6][C:5]([N:8]2[CH:13]=[CH:12][CH:11]=[CH:10][C:9]2=[O:14])=[CH:4][CH:3]=1.[CH3:15][C:16]([O:19][C:20]([NH:22][CH:23]([C:30](O)=[O:31])[C:24]1[CH:29]=[CH:28][CH:27]=[CH:26][CH:25]=1)=[O:21])([CH3:18])[CH3:17].CN(C(ON1N=NC2C=CC=NC1=2)=[N+](C)C)C.F[P-](F)(F)(F)(F)F.CCN(C(C)C)C(C)C. (5) Given the product [F:24][C:21]([F:22])([F:23])[C:18]1[CH:17]=[CH:16][C:15]([N:12]2[CH:13]=[N:14][C:10]([C:7]3[CH:8]=[CH:9][C:4]([NH2:1])=[CH:5][CH:6]=3)=[N:11]2)=[CH:20][CH:19]=1, predict the reactants needed to synthesize it. The reactants are: [N+:1]([C:4]1[CH:9]=[CH:8][C:7]([C:10]2[N:14]=[CH:13][N:12]([C:15]3[CH:20]=[CH:19][C:18]([C:21]([F:24])([F:23])[F:22])=[CH:17][CH:16]=3)[N:11]=2)=[CH:6][CH:5]=1)([O-])=O. (6) The reactants are: [CH2:1]([O:3][C:4]([CH:6]1[N:10]([CH3:11])[C:9](=[O:12])[CH2:8][CH:7]1[C:13]1[CH:18]=[CH:17][C:16]([OH:19])=[CH:15][CH:14]=1)=[O:5])[CH3:2].N1C=CN=C1.[CH3:25][C:26]([Si:29](Cl)([CH3:31])[CH3:30])([CH3:28])[CH3:27].Cl. Given the product [CH2:1]([O:3][C:4]([C@@H:6]1[N:10]([CH3:11])[C:9](=[O:12])[CH2:8][C@@H:7]1[C:13]1[CH:14]=[CH:15][C:16]([O:19][Si:29]([CH3:31])([CH3:30])[C:26]([CH3:28])([CH3:27])[CH3:25])=[CH:17][CH:18]=1)=[O:5])[CH3:2], predict the reactants needed to synthesize it. (7) Given the product [N:46]1[CH:51]=[CH:50][CH:49]=[C:48]([CH2:52][N:53]2[CH:57]=[C:56]([C:58]3[C:66]4[C:61](=[N:62][CH:63]=[C:64]([C:67]5[CH:68]=[CH:69][C:70]([CH:73]6[CH2:74][CH2:75][N:76]([C:79]([O:81][C:82]([CH3:85])([CH3:84])[CH3:83])=[O:80])[CH2:77][CH2:78]6)=[CH:71][CH:72]=5)[CH:65]=4)[NH:60][CH:59]=3)[CH:55]=[N:54]2)[CH:47]=1, predict the reactants needed to synthesize it. The reactants are: Cl.FC1C=C(C=CC=1)CN1C=C(C2C3C(=NC=C(C4C=CC(C5CCNCC5)=CC=4)C=3)N(S(C3C=CC(C)=CC=3)(=O)=O)C=2)C=N1.[N:46]1[CH:51]=[CH:50][CH:49]=[C:48]([CH2:52][N:53]2[CH:57]=[C:56]([C:58]3[C:66]4[C:61](=[N:62][CH:63]=[C:64]([C:67]5[CH:72]=[CH:71][C:70]([CH:73]6[CH2:78][CH2:77][N:76]([C:79]([O:81][C:82]([CH3:85])([CH3:84])[CH3:83])=[O:80])[CH2:75][CH2:74]6)=[CH:69][CH:68]=5)[CH:65]=4)[N:60](S(C4C=CC(C)=CC=4)(=O)=O)[CH:59]=3)[CH:55]=[N:54]2)[CH:47]=1.[OH-].[Li+]. (8) Given the product [F:49][C:43]1[CH:42]=[C:41]([C:39]2[CH:40]=[C:35]([CH2:32][OH:33])[C:36](=[O:60])[N:37]([CH2:50][CH2:51][CH2:52][C:53]3[CH:54]=[CH:55][C:56]([F:59])=[CH:57][CH:58]=3)[N:38]=2)[CH:46]=[CH:45][C:44]=1[O:47][CH3:48], predict the reactants needed to synthesize it. The reactants are: FC1C=C(F)C=CC=1C1C=C(CN2C(=O)C3=CC=CC=C3C2=O)C(=O)N(CC(C)C)N=1.[C:32]([C:35]1[C:36](=[O:60])[N:37]([CH2:50][CH2:51][CH2:52][C:53]2[CH:58]=[CH:57][C:56]([F:59])=[CH:55][CH:54]=2)[N:38]=[C:39]([C:41]2[CH:46]=[CH:45][C:44]([O:47][CH3:48])=[C:43]([F:49])[CH:42]=2)[CH:40]=1)(O)=[O:33]. (9) Given the product [CH3:28][N:27]([CH3:29])[C:23]1[CH:22]=[C:21]([NH:20][C:18]([C@@H:13]2[CH2:12][CH2:11][C@@H:10]3[CH2:17][N:14]2[C:15](=[O:16])[N:9]3[OH:8])=[O:19])[CH:26]=[CH:25][N:24]=1, predict the reactants needed to synthesize it. The reactants are: C([O:8][N:9]1[C:15](=[O:16])[N:14]2[CH2:17][C@H:10]1[CH2:11][CH2:12][C@H:13]2[C:18]([NH:20][C:21]1[CH:26]=[CH:25][N:24]=[C:23]([N:27]([CH3:29])[CH3:28])[CH:22]=1)=[O:19])C1C=CC=CC=1. (10) Given the product [CH3:53][C@H:49]([O:48][C:39]1[N:38]=[C:37]2[C:42]([N:43]=[C:44]([O:45][CH3:46])[N:36]2[CH2:35][CH2:34][CH2:33][CH2:32][CH2:31][NH:20][CH:21]2[CH2:26][CH2:25][O:24][CH2:23][CH2:22]2)=[C:41]([NH2:47])[N:40]=1)[CH2:50][CH2:51][CH3:52], predict the reactants needed to synthesize it. The reactants are: C[C@H](OC1N=C2C(N=C(OC)N2CCCC[NH:20][CH:21]2[CH2:26][CH2:25][O:24][CH2:23][CH2:22]2)=C(N)N=1)CCC.Cl[CH2:31][CH2:32][CH2:33][CH2:34][CH2:35][N:36]1[C:44]([O:45][CH3:46])=[N:43][C:42]2[C:37]1=[N:38][C:39]([O:48][C@@H:49]([CH3:53])[CH2:50][CH2:51][CH3:52])=[N:40][C:41]=2[NH2:47].O1CCC(N)CC1.